From a dataset of Forward reaction prediction with 1.9M reactions from USPTO patents (1976-2016). Predict the product of the given reaction. (1) Given the reactants [Br:1][C:2]1[C:3]([O:12][CH3:13])=[C:4]([O:10][CH3:11])[CH:5]=[C:6]([CH:9]=1)[CH:7]=O.[C:14](#[N:18])[CH2:15][C:16]#[N:17].N1CCCCC1.[OH:25][C:26]1[CH:27]=[CH:28][CH:29]=[C:30]2[C:34]=1[NH:33][CH:32]=[CH:31]2, predict the reaction product. The product is: [NH2:17][C:16]1[O:25][CH:26]2[C:34]3[C:30](=[CH:29][CH:28]=[C:27]2[CH:7]([C:6]2[CH:5]=[C:4]([O:10][CH3:11])[C:3]([O:12][CH3:13])=[C:2]([Br:1])[CH:9]=2)[C:15]=1[C:14]#[N:18])[CH:31]=[CH:32][N:33]=3. (2) Given the reactants [Cl:1][C:2]1[C:3]([F:38])=[C:4]([C@@H:8]2[C@:12]([C:15]3[CH:20]=[CH:19][C:18]([Cl:21])=[CH:17][C:16]=3[F:22])([C:13]#[N:14])[C@H:11]([CH2:23][C:24]([CH3:27])([CH3:26])[CH3:25])[NH:10][C@H:9]2[C:28]([NH:30][C:31]2[CH:36]=[CH:35]C(I)=CN=2)=O)[CH:5]=[CH:6][CH:7]=1.C[N:40]([CH:42]=O)[CH3:41].[C:44](=O)([O-:46])[O-:45].[K+].[K+].[OH2:50], predict the reaction product. The product is: [Cl:21][C:18]1[CH:19]=[CH:20][C:15]([C@@:12]2([C:13]#[N:14])[C@H:11]([CH2:23][C:24]([CH3:25])([CH3:27])[CH3:26])[NH:10][C@@H:9]([C:28]([NH:30][C:31]3[CH:36]=[CH:35][C:41]([C:44]([OH:46])=[O:45])=[N:40][CH:42]=3)=[O:50])[C@@H:8]2[C:4]2[CH:5]=[CH:6][CH:7]=[C:2]([Cl:1])[C:3]=2[F:38])=[C:16]([F:22])[CH:17]=1.